This data is from TCR-epitope binding with 47,182 pairs between 192 epitopes and 23,139 TCRs. The task is: Binary Classification. Given a T-cell receptor sequence (or CDR3 region) and an epitope sequence, predict whether binding occurs between them. (1) The epitope is KLSYGIATV. The TCR CDR3 sequence is CASSFTAGLNTEAFF. Result: 0 (the TCR does not bind to the epitope). (2) The epitope is FLNGSCGSV. The TCR CDR3 sequence is CASSIGISYEQYF. Result: 1 (the TCR binds to the epitope). (3) The epitope is FPRPWLHGL. The TCR CDR3 sequence is CASSLFSGPSQTQYF. Result: 1 (the TCR binds to the epitope). (4) The epitope is IPRRNVATL. The TCR CDR3 sequence is CASSYLGPGELFF. Result: 1 (the TCR binds to the epitope).